Predict the reactants needed to synthesize the given product. From a dataset of Full USPTO retrosynthesis dataset with 1.9M reactions from patents (1976-2016). Given the product [C:1]([O:5][C:6](=[O:21])[CH2:7][CH2:8][NH:9][CH2:10][C:11]1[C:12]([Cl:20])=[N:13][C:14]([C:17](=[N:29][O:28][CH2:27][C:26]2[CH:30]=[CH:31][C:23]([CH:37]3[CH2:36][CH2:15][CH2:16][CH2:11][CH2:10]3)=[C:24]([C:32]([F:35])([F:34])[F:33])[CH:25]=2)[CH3:18])=[CH:15][CH:16]=1)([CH3:4])([CH3:3])[CH3:2], predict the reactants needed to synthesize it. The reactants are: [C:1]([O:5][C:6](=[O:21])[CH2:7][CH2:8][NH:9][CH2:10][C:11]1[C:12]([Cl:20])=[N:13][C:14]([C:17](=O)[CH3:18])=[CH:15][CH:16]=1)([CH3:4])([CH3:3])[CH3:2].Cl[C:23]1[CH:31]=[CH:30][C:26]([CH2:27][O:28][NH2:29])=[CH:25][C:24]=1[C:32]([F:35])([F:34])[F:33].[C:36](O)(=O)[CH3:37].